This data is from Full USPTO retrosynthesis dataset with 1.9M reactions from patents (1976-2016). The task is: Predict the reactants needed to synthesize the given product. (1) Given the product [O:44]=[S:41]1(=[O:45])[CH2:42][CH2:43][N:38]([C:2]2[CH:3]=[CH:4][CH:5]=[C:6]3[C:11]=2[C:10](=[O:12])[N:9]([CH2:13][CH2:14][C:15]2[CH:24]=[CH:23][C:22]4[C:17](=[CH:18][CH:19]=[CH:20][CH:21]=4)[N:16]=2)[N:8]=[CH:7]3)[CH2:39][CH2:40]1, predict the reactants needed to synthesize it. The reactants are: Cl[C:2]1[CH:3]=[CH:4][CH:5]=[C:6]2[C:11]=1[C:10](=[O:12])[N:9]([CH2:13][CH2:14][C:15]1[CH:24]=[CH:23][C:22]3[C:17](=[CH:18][CH:19]=[CH:20][CH:21]=3)[N:16]=1)[N:8]=[CH:7]2.C([O-])([O-])=O.[Cs+].[Cs+].C1(C)C=CC=CC=1.[NH:38]1[CH2:43][CH2:42][S:41](=[O:45])(=[O:44])[CH2:40][CH2:39]1. (2) Given the product [CH2:3]([C:10]1([CH3:20])[N:15]([CH3:16])[C:14](=[O:17])[CH:13]([CH2:22][C:23]2[CH:28]=[CH:27][CH:26]=[C:25]([Cl:29])[C:24]=2[Cl:30])[N:12]([CH3:18])[C:11]1=[O:19])[C:4]1[CH:5]=[CH:6][CH:7]=[CH:8][CH:9]=1, predict the reactants needed to synthesize it. The reactants are: [H-].[Na+].[CH2:3]([C:10]1([CH3:20])[N:15]([CH3:16])[C:14](=[O:17])[CH2:13][N:12]([CH3:18])[C:11]1=[O:19])[C:4]1[CH:9]=[CH:8][CH:7]=[CH:6][CH:5]=1.Br[CH2:22][C:23]1[CH:28]=[CH:27][CH:26]=[C:25]([Cl:29])[C:24]=1[Cl:30].O. (3) Given the product [Cl:8][C:9]1[N:14]=[C:13]([NH:15][C:1](=[O:6])[C:2]([CH3:5])([CH3:4])[CH3:3])[CH:12]=[CH:11][CH:10]=1, predict the reactants needed to synthesize it. The reactants are: [C:1](Cl)(=[O:6])[C:2]([CH3:5])([CH3:4])[CH3:3].[Cl:8][C:9]1[N:14]=[C:13]([NH2:15])[CH:12]=[CH:11][CH:10]=1.C(N(CC)CC)C.O. (4) The reactants are: Cl[C:2]([C:5]1[C:6]([Cl:11])=[N:7][CH:8]=[CH:9][CH:10]=1)=[N:3][OH:4].[CH3:12][O:13][C:14](=[O:18])[C:15]#[C:16][CH3:17].C(N(CC)CC)C. Given the product [CH3:12][O:13][C:14]([C:15]1[C:2]([C:5]2[C:6]([Cl:11])=[N:7][CH:8]=[CH:9][CH:10]=2)=[N:3][O:4][C:16]=1[CH3:17])=[O:18], predict the reactants needed to synthesize it. (5) The reactants are: [CH2:1]([O:3][C:4]1[CH:13]=[C:12]2[C:7]([C:8]([CH:16]([CH3:18])[CH3:17])=[CH:9][C:10]([CH3:15])([CH3:14])[O:11]2)=[CH:6][C:5]=1/[C:19](/[CH3:27])=[C:20](/[F:26])\[C:21](OCC)=[O:22])[CH3:2].[H-].C([Al+]CC(C)C)C(C)C. Given the product [CH2:1]([O:3][C:4]1[CH:13]=[C:12]2[C:7]([C:8]([CH:16]([CH3:17])[CH3:18])=[CH:9][C:10]([CH3:14])([CH3:15])[O:11]2)=[CH:6][C:5]=1/[C:19](/[CH3:27])=[C:20](/[F:26])\[CH2:21][OH:22])[CH3:2], predict the reactants needed to synthesize it. (6) Given the product [OH:29][C:7]([CH3:1])([CH3:6])[CH2:8][C:9]1[CH:27]=[C:26]([B:21]([OH:22])[OH:20])[CH:28]=[CH:11][CH:10]=1, predict the reactants needed to synthesize it. The reactants are: [CH2:1]([Li])CCC.[CH3:6][CH2:7][CH2:8][CH2:9][CH2:10][CH3:11].O1CCCC1.C([O:20][B:21]([CH:26]([CH3:28])[CH3:27])[O:22]C(C)C)(C)C.[OH2:29]. (7) Given the product [Br:14][C:15]1[CH:16]=[C:17]2[C:3]([NH:4][C:5](=[O:7])[CH3:6])=[C:2]([C:8]3[CH:13]=[CH:12][CH:11]=[CH:10][CH:9]=3)[NH:21][C:18]2=[N:19][CH:20]=1, predict the reactants needed to synthesize it. The reactants are: O=[C:2]([C:8]1[CH:13]=[CH:12][CH:11]=[CH:10][CH:9]=1)[CH2:3][NH:4][C:5](=[O:7])[CH3:6].[Br:14][C:15]1[CH:16]=[CH:17][C:18]([NH:21]N)=[N:19][CH:20]=1.